From a dataset of Forward reaction prediction with 1.9M reactions from USPTO patents (1976-2016). Predict the product of the given reaction. (1) Given the reactants C[O:2][C:3](=O)[C:4]1[CH:9]=[CH:8][CH:7]=[C:6]([S:10][CH2:11][CH:12]([CH3:14])[CH3:13])[CH:5]=1.[BH4-].[Li+].C(OCC)(=O)C, predict the reaction product. The product is: [CH2:11]([S:10][C:6]1[CH:5]=[C:4]([CH2:3][OH:2])[CH:9]=[CH:8][CH:7]=1)[CH:12]([CH3:14])[CH3:13]. (2) Given the reactants [Cl:1][C:2]1[CH:10]=[CH:9][C:8]([C:11]2[C:12]([C@@H:23]([NH:33][C:34](=[O:51])[CH2:35][N:36]3[C:40]4[C:41]([F:46])([F:45])[C@@H:42]5[CH2:44][C@@H:43]5[C:39]=4[C:38]([C:47]([F:50])([F:49])[F:48])=[N:37]3)[CH2:24][C:25]3[CH:30]=[C:29]([F:31])[CH:28]=[C:27]([F:32])[CH:26]=3)=[N:13][C:14](C#CC(O)CC)=[CH:15][CH:16]=2)=[C:7]2[C:3]=1[C:4]([NH:53][S:54]([CH3:57])(=[O:56])=[O:55])=[N:5][N:6]2[CH3:52].[F:58][CH2:59][C:60]([CH3:64])([OH:63])[C:61]#[CH:62], predict the reaction product. The product is: [Cl:1][C:2]1[CH:10]=[CH:9][C:8]([C:11]2[C:12]([C@@H:23]([NH:33][C:34](=[O:51])[CH2:35][N:36]3[C:40]4[C:41]([F:45])([F:46])[C@@H:42]5[CH2:44][C@@H:43]5[C:39]=4[C:38]([C:47]([F:48])([F:49])[F:50])=[N:37]3)[CH2:24][C:25]3[CH:30]=[C:29]([F:31])[CH:28]=[C:27]([F:32])[CH:26]=3)=[N:13][C:14]([C:62]#[C:61][C:60]([OH:63])([CH3:64])[CH2:59][F:58])=[CH:15][CH:16]=2)=[C:7]2[C:3]=1[C:4]([NH:53][S:54]([CH3:57])(=[O:55])=[O:56])=[N:5][N:6]2[CH3:52]. (3) Given the reactants [CH3:1][C:2]([N:4]([CH3:6])[CH3:5])=O.[CH3:1][C:2]([N:4]([CH3:6])[CH3:5])=O.[Cl:13][C:14]1[CH:19]=[CH:18][C:17]([C:20]2[NH:21][C:22]3[N:23]([N:27]=[C:28]([CH2:33][CH3:34])[C:29]=3[C:30]([NH2:32])=[O:31])[C:24](=[O:26])[CH:25]=2)=[CH:16][C:15]=1[O:35][CH3:36], predict the reaction product. The product is: [Cl:13][C:14]1[CH:19]=[CH:18][C:17]([C:20]2[NH:21][C:22]3[N:23]([N:27]=[C:28]([CH2:33][CH3:34])[C:29]=3[C:30](/[N:32]=[C:2](/[N:4]([CH3:6])[CH3:5])\[CH3:1])=[O:31])[C:24](=[O:26])[CH:25]=2)=[CH:16][C:15]=1[O:35][CH3:36]. (4) Given the reactants [NH2:1][CH2:2][CH2:3][C:4]1[CH:9]=[CH:8][C:7]([S:10]([C:13]2[CH:14]=[CH:15][C:16]([O:24][CH3:25])=[C:17]([CH:23]=2)[C:18]([O:20][CH2:21][CH3:22])=[O:19])(=[O:12])=[O:11])=[CH:6][CH:5]=1.C/C(/O[Si](C)(C)C)=N\[Si](C)(C)C.[Cl:38][C:39]1[CH:40]=[C:41]([C@@H:45]2[CH2:47][O:46]2)[CH:42]=[CH:43][CH:44]=1, predict the reaction product. The product is: [Cl:38][C:39]1[CH:40]=[C:41]([C@@H:45]([OH:46])[CH2:47][NH:1][CH2:2][CH2:3][C:4]2[CH:9]=[CH:8][C:7]([S:10]([C:13]3[CH:14]=[CH:15][C:16]([O:24][CH3:25])=[C:17]([CH:23]=3)[C:18]([O:20][CH2:21][CH3:22])=[O:19])(=[O:12])=[O:11])=[CH:6][CH:5]=2)[CH:42]=[CH:43][CH:44]=1. (5) Given the reactants [C:1]([C:5]1[N:10]=[C:9]([O:11][CH2:12][CH3:13])[C:8]([C:14]2[N:15]([C:35](Cl)=[O:36])[C:16]([C:28]3[CH:33]=[CH:32][C:31]([Cl:34])=[CH:30][CH:29]=3)([CH3:27])[C:17]([C:20]3[CH:25]=[CH:24][C:23]([Cl:26])=[CH:22][CH:21]=3)([CH3:19])[N:18]=2)=[CH:7][N:6]=1)([CH3:4])([CH3:3])[CH3:2].[N:38]1([CH:43]2[CH2:48][CH2:47][NH:46][CH2:45][CH2:44]2)[CH2:42][CH2:41][CH2:40][CH2:39]1, predict the reaction product. The product is: [C:1]([C:5]1[N:10]=[C:9]([O:11][CH2:12][CH3:13])[C:8]([C:14]2[N:15]([C:35]([N:46]3[CH2:47][CH2:48][CH:43]([N:38]4[CH2:42][CH2:41][CH2:40][CH2:39]4)[CH2:44][CH2:45]3)=[O:36])[C:16]([C:28]3[CH:33]=[CH:32][C:31]([Cl:34])=[CH:30][CH:29]=3)([CH3:27])[C:17]([C:20]3[CH:25]=[CH:24][C:23]([Cl:26])=[CH:22][CH:21]=3)([CH3:19])[N:18]=2)=[CH:7][N:6]=1)([CH3:2])([CH3:3])[CH3:4]. (6) Given the reactants [CH:1]([C:4]1[CH:9]=[CH:8][CH:7]=[CH:6][C:5]=1[N:10]=[C:11]1[N:16]=[CH:15][C:14]([CH3:18])([CH3:17])[CH2:13][S:12]1)([CH3:3])[CH3:2].[CH2:19](N(CC)CC)[CH3:20].ClCCl.[C:29](Cl)(=[S:33])OCC, predict the reaction product. The product is: [CH2:19]([C:29]([N:16]1[CH2:15][C:14]([CH3:18])([CH3:17])[CH2:13][S:12][C:11]1=[N:10][C:5]1[CH:6]=[CH:7][CH:8]=[CH:9][C:4]=1[CH:1]([CH3:3])[CH3:2])=[S:33])[CH3:20]. (7) Given the reactants [OH:1][C:2]1[CH:3]=[N:4][CH:5]=[CH:6][CH:7]=1.C1COCC1.[N:13]1([C:19](Cl)=[O:20])[CH2:18][CH2:17][CH2:16][CH2:15][CH2:14]1.[C:22]([OH:27])(=[O:26])[C:23]([OH:25])=[O:24], predict the reaction product. The product is: [C:22]([OH:27])(=[O:26])[C:23]([OH:25])=[O:24].[N:4]1[CH:5]=[CH:6][CH:7]=[C:2]([O:1][C:19]([N:13]2[CH2:18][CH2:17][CH2:16][CH2:15][CH2:14]2)=[O:20])[CH:3]=1. (8) The product is: [CH2:30]([S:34]([NH:1][C@H:2]([C:4]([N:6]1[C:12](=[O:13])[CH:11]([CH3:14])[C:10]2[CH:15]=[CH:16][CH:17]=[CH:18][C:9]=2[C:8]2[C:19]([NH2:23])=[CH:20][CH:21]=[CH:22][C:7]1=2)=[O:5])[CH3:3])(=[O:36])=[O:35])[CH2:31][CH2:32][CH3:33]. Given the reactants [NH2:1][C@H:2]([C:4]([N:6]1[C:12](=[O:13])[CH:11]([CH3:14])[C:10]2[CH:15]=[CH:16][CH:17]=[CH:18][C:9]=2[C:8]2[C:19]([NH2:23])=[CH:20][CH:21]=[CH:22][C:7]1=2)=[O:5])[CH3:3].N1C=CC=CC=1.[CH2:30]([S:34](Cl)(=[O:36])=[O:35])[CH2:31][CH2:32][CH3:33], predict the reaction product. (9) Given the reactants [C:1]([O:13][CH3:14])(=[O:12])[CH2:2][CH2:3][CH2:4][CH2:5][CH2:6][CH2:7][CH2:8][CH2:9][CH:10]=[CH2:11].[C:15](#[N:20])[CH2:16]C=CC.CCCCCCCCCCCC.C(OCCCC)=C.COC(=O)CCCCCCCCC=CC#N, predict the reaction product. The product is: [CH3:14][O:13][C:1](=[O:12])[CH2:2][CH2:3][CH2:4][CH2:5][CH2:6][CH2:7][CH2:8][CH2:9][CH:10]=[CH:11][CH2:16][C:15]#[N:20].